From a dataset of Peptide-MHC class II binding affinity with 134,281 pairs from IEDB. Regression. Given a peptide amino acid sequence and an MHC pseudo amino acid sequence, predict their binding affinity value. This is MHC class II binding data. (1) The peptide sequence is IYHKCDNACIGSIRN. The MHC is DRB1_0701 with pseudo-sequence DRB1_0701. The binding affinity (normalized) is 0.179. (2) The peptide sequence is GWIISNIFGAIPVLA. The MHC is HLA-DPA10103-DPB10401 with pseudo-sequence HLA-DPA10103-DPB10401. The binding affinity (normalized) is 1.00.